Dataset: Full USPTO retrosynthesis dataset with 1.9M reactions from patents (1976-2016). Task: Predict the reactants needed to synthesize the given product. Given the product [C:24]1([CH2:23][O:22][C:20]([N:1]2[CH2:5][CH2:4][CH:3]([C:6]([OH:8])=[O:7])[NH:2]2)=[O:21])[CH:29]=[CH:28][CH:27]=[CH:26][CH:25]=1, predict the reactants needed to synthesize it. The reactants are: [N:1]1([C:20]([O:22][CH2:23][C:24]2[CH:29]=[CH:28][CH:27]=[CH:26][CH:25]=2)=[O:21])[CH2:5][CH2:4][CH:3]([C:6]([O:8]C(C)(C)C)=[O:7])[N:2]1C(OC(C)(C)C)=O.C(O)(C(F)(F)F)=O.O.